This data is from NCI-60 drug combinations with 297,098 pairs across 59 cell lines. The task is: Regression. Given two drug SMILES strings and cell line genomic features, predict the synergy score measuring deviation from expected non-interaction effect. Drug 1: CNC(=O)C1=CC=CC=C1SC2=CC3=C(C=C2)C(=NN3)C=CC4=CC=CC=N4. Drug 2: CCN(CC)CCNC(=O)C1=C(NC(=C1C)C=C2C3=C(C=CC(=C3)F)NC2=O)C. Cell line: HL-60(TB). Synergy scores: CSS=0.0115, Synergy_ZIP=-2.36, Synergy_Bliss=-10.3, Synergy_Loewe=-15.4, Synergy_HSA=-12.2.